This data is from Full USPTO retrosynthesis dataset with 1.9M reactions from patents (1976-2016). The task is: Predict the reactants needed to synthesize the given product. Given the product [Cl:13][C:14]1[CH:19]=[C:18]([N+:20]([O-:22])=[O:21])[C:17]([O:23][CH3:24])=[CH:16][C:15]=1[CH2:25][CH2:26][NH:6][CH2:5][C:4]1[CH:7]=[CH:8][C:9]([O:11][CH3:12])=[CH:10][C:3]=1[O:2][CH3:1], predict the reactants needed to synthesize it. The reactants are: [CH3:1][O:2][C:3]1[CH:10]=[C:9]([O:11][CH3:12])[CH:8]=[CH:7][C:4]=1[CH2:5][NH2:6].[Cl:13][C:14]1[CH:19]=[C:18]([N+:20]([O-:22])=[O:21])[C:17]([O:23][CH3:24])=[CH:16][C:15]=1[CH:25]=[CH2:26].C1(C=CC(O)=CC=1)O.